This data is from Experimentally validated miRNA-target interactions with 360,000+ pairs, plus equal number of negative samples. The task is: Binary Classification. Given a miRNA mature sequence and a target amino acid sequence, predict their likelihood of interaction. (1) The miRNA is hsa-miR-6796-3p with sequence GAAGCUCUCCCCUCCCCGCAG. The protein sequence of the target gene is MSDSGSQLGSMGSLTMKSQLQITVISAKLKENKKNWFGPSPYVEVTVDGQSKKTEKCNNTNSPKWKQPLTVIVTPVSKLHFRVWSHQTLKSDVLLGTAALDIYETLKSNNMKLEEVVVTLQLGGDKEPTETIGDLSICLDGLQLESEVVTNGETTCSENGVSLCLPRLECNSAISAHCNLCLPGLSDSPISASRVAGFTGASQNDDGSRSKDETRVSTNGSDDPEDAGAGENRRVSGNNSPSLSNGGFKPSRPPRPSRPPPPTPRRPASVNGSPSATSESDGSSTGSLPPTNTNTNTSEG.... Result: 1 (interaction). (2) The miRNA is mmu-miR-669b-3p with sequence CAUAUACAUACACACAAACAUAU. The protein sequence of the target gene is MNLAANRAPGRRRLPLPSPSLCQLLRVWGLLSLLPGSARVQAAEQRQVFQVMEEQPPGTLVGTIPTRPGFTYRLSESHALFAINSSTGALYTTATIDRESLPSDVVNLVVLSSSPTYPTEVRVLVRDLNDNAPVFPDPSIVVTFKEDSGSGRQVILDTATDSDIGSNGVDHHSYRIVSGNEAGRFRLDITLNPSGEGAFLHLVSKGGLDREVTPQYQLLVEVEDKGEPKRRGYLQVNVTVQDINDNPPVFGSSHYQAGVPEDAVVGSSVLQVAAADADEGTNADIRYRLQDEGTPFQMDP.... Result: 0 (no interaction). (3) The miRNA is hsa-miR-2276-3p with sequence UCUGCAAGUGUCAGAGGCGAGG. The protein sequence of the target gene is MSRRKQGNPQHLSQRELITPEADHVEAAILEEDEGLEIEEPSGLGLMVGGPDPDLLTCGQCQMNFPLGDILVFIEHKRKQCGGSLGACYDKALDKDSPPPSSRSELRKVSEPVEIGIQVTPDEDDHLLSPTKGICPKQENIAGPCRPAQLPAVAPIAASSHPHSSVITSPLRALGALPPCLPLPCCSARPVSGDGTQGEGQTEAPFGCQCQLSGKDEPSSYICTTCKQPFNSAWFLLQHAQNTHGFRIYLEPGPASSSLTPRLTIPPPLGPEAVAQSPLMNFLGDSNPFNLLRMTGPILR.... Result: 1 (interaction). (4) The miRNA is hsa-miR-509-3-5p with sequence UACUGCAGACGUGGCAAUCAUG. The protein sequence of the target gene is MSDLGSEELEEEGENDLGEYEGERNEVGERHGHGKARLPNGDTYEGSYEFGKRHGQGTYKFKNGARYTGDYVKNKKHGQGTFIYPDGSRYEGEWADDQRHGQGVYYYVNNDTYTGEWFNHQRHGQGTYLYAETGSKYVGTWVHGQQEGAAELIHLNHRYQGKFMNKNPVGPGKYVFDIGCEQHGEYRLTDTERGEEEEEEETLVNIVPKWKALNITELALWTPTLSEEQPPPEGQGQEEPQGLTGVGDPSEDIQAEGFEGELEPRGADEDVDTFRQESQENSYDIDQGNLNFDEEPSDLQ.... Result: 0 (no interaction). (5) The miRNA is rno-miR-18a-5p with sequence UAAGGUGCAUCUAGUGCAGAUAG. The protein sequence of the target gene is MEVHELFRYFRMPELIDIRQYVRTLPTNTLMGFGAFAALTTFWYATRPKALKPPCDLSMQSVEIAGTTDGIRRSAVLEDDKLLVYYYDDVRTMYDGFQRGIQVSNNGPCLGSRKPNQPYEWISYKEVAELAECIGSGLIQKGFKPCSEQFIGLFSQNRPEWVIVEQGCFSYSMVVVPLYDTLGADAITYIVNKAELSVIFADKPEKAKLLLEGVENKLTPCLKIIVIMDSYGSDLVERGKKCGVEIISLKALEDLGRVNRVKPKPPEPEDLAIICFTSGTTGNPKGAMITHQNIINDCSG.... Result: 0 (no interaction). (6) The miRNA is hsa-miR-449b-5p with sequence AGGCAGUGUAUUGUUAGCUGGC. The protein sequence of the target gene is MQDDLLMDKSKTQPQPQQQQRQQQQPQPESSVSEAPSTPLSSETPKPEENSAVPALSPAAAPPAPNGPDKMQMESPLLPGLSFHQPPQQPPPPQEPAAPGASLSPSFGSTWSTGTTNAVEDSFFQGITPVNGTMLFQNFPHHVNPVFGGTFSPQIGLAQTQHHQQPPPPAPAPQPAQPAQPPQAQPPQQRRSPASPSQAPYAQRSAAAAYGHQPIMTSKPSSSSAVAAAAAAAAASSASSSWNTHQSVNAAWSAPSNPWGGLQAGRDPRRAVGVGVGVGVGVPSPLNPISPLKKPFSSNV.... Result: 1 (interaction). (7) The miRNA is hsa-miR-6792-3p with sequence CUCCUCCACAGCCCCUGCUCAU. The protein sequence of the target gene is MRRGGLLEVALAFALLLESYTSHGADANLEAGSLKETRANRAKRRGGGGHDALKGPNVCGSRYNAYCCPGWKTLPGGNQCIVPICRHSCGDGFCSRPNMCTCPSGQISPSCGSRSIQHCSIRCMNGGSCSDDHCLCQKGYIGTHCGQPVCESGCLNGGRCVAPNRCACTYGFTGPQCERDYRTGPCFTVVSNQMCQGQLSGIVCTKTLCCATVGRAWGHPCEMCPAQPHPCRRGFIPNIRTGACQDVDECQAIPGMCQGGNCINTVGSFECKCPAGHKFNEVSQKCEDIDECSTIPGVCD.... Result: 0 (no interaction).